From a dataset of Full USPTO retrosynthesis dataset with 1.9M reactions from patents (1976-2016). Predict the reactants needed to synthesize the given product. Given the product [C:32]([C:2]1[CH:3]=[N:4][C:5]([NH:8][C:9]2[CH:30]=[CH:29][C:12]([CH2:13][CH2:14][C@H:15]3[CH2:19][O:18][C:17]([CH3:21])([CH3:20])[N:16]3[C:22]([O:24][C:25]([CH3:28])([CH3:27])[CH3:26])=[O:23])=[CH:11][CH:10]=2)=[N:6][CH:7]=1)([CH3:35])([CH3:34])[CH3:33], predict the reactants needed to synthesize it. The reactants are: Br[C:2]1[CH:3]=[N:4][C:5]([NH:8][C:9]2[CH:30]=[CH:29][C:12]([CH2:13][CH2:14][C@H:15]3[CH2:19][O:18][C:17]([CH3:21])([CH3:20])[N:16]3[C:22]([O:24][C:25]([CH3:28])([CH3:27])[CH3:26])=[O:23])=[CH:11][CH:10]=2)=[N:6][CH:7]=1.[Br-].[C:32]([Zn+])([CH3:35])([CH3:34])[CH3:33].